This data is from Full USPTO retrosynthesis dataset with 1.9M reactions from patents (1976-2016). The task is: Predict the reactants needed to synthesize the given product. Given the product [C:1]([O:5][C:6]([N:8]1[CH2:13][CH2:12][CH:11]([NH:14][C:15]2[C:20]([N+:21]([O-:23])=[O:22])=[CH:19][CH:18]=[C:17]([N:26]([CH3:27])[CH3:25])[N:16]=2)[CH2:10][CH2:9]1)=[O:7])([CH3:4])([CH3:3])[CH3:2], predict the reactants needed to synthesize it. The reactants are: [C:1]([O:5][C:6]([N:8]1[CH2:13][CH2:12][CH:11]([NH:14][C:15]2[C:20]([N+:21]([O-:23])=[O:22])=[CH:19][CH:18]=[C:17](Cl)[N:16]=2)[CH2:10][CH2:9]1)=[O:7])([CH3:4])([CH3:3])[CH3:2].[CH3:25][NH:26][CH3:27].